Dataset: Catalyst prediction with 721,799 reactions and 888 catalyst types from USPTO. Task: Predict which catalyst facilitates the given reaction. Reactant: Br[C:2]1[CH:7]=[CH:6][CH:5]=[C:4]([F:8])[CH:3]=1.[F:9][C:10]1[CH:11]=[C:12]([CH:15]=[CH:16][C:17]=1[O:18][CH3:19])[CH:13]=[O:14]. Product: [F:9][C:10]1[CH:11]=[C:12]([CH:15]=[CH:16][C:17]=1[O:18][CH3:19])[CH:13]([OH:14])[C:2]1[CH:7]=[CH:6][CH:5]=[C:4]([F:8])[CH:3]=1. The catalyst class is: 1.